From a dataset of NCI-60 drug combinations with 297,098 pairs across 59 cell lines. Regression. Given two drug SMILES strings and cell line genomic features, predict the synergy score measuring deviation from expected non-interaction effect. (1) Synergy scores: CSS=2.62, Synergy_ZIP=-0.417, Synergy_Bliss=3.89, Synergy_Loewe=-4.17, Synergy_HSA=-0.763. Drug 1: C1=CN(C=N1)CC(O)(P(=O)(O)O)P(=O)(O)O. Cell line: NCIH23. Drug 2: C1C(C(OC1N2C=NC(=NC2=O)N)CO)O. (2) Drug 1: CC(CN1CC(=O)NC(=O)C1)N2CC(=O)NC(=O)C2. Drug 2: CC1=C(C(=CC=C1)Cl)NC(=O)C2=CN=C(S2)NC3=CC(=NC(=N3)C)N4CCN(CC4)CCO. Cell line: HCT116. Synergy scores: CSS=38.2, Synergy_ZIP=0.494, Synergy_Bliss=2.17, Synergy_Loewe=4.29, Synergy_HSA=5.19. (3) Drug 1: C1=NC2=C(N=C(N=C2N1C3C(C(C(O3)CO)O)O)F)N. Drug 2: CC1=C(C=C(C=C1)C(=O)NC2=CC(=CC(=C2)C(F)(F)F)N3C=C(N=C3)C)NC4=NC=CC(=N4)C5=CN=CC=C5. Cell line: MCF7. Synergy scores: CSS=-0.0965, Synergy_ZIP=-0.424, Synergy_Bliss=-0.428, Synergy_Loewe=-0.686, Synergy_HSA=-1.31. (4) Drug 1: CS(=O)(=O)CCNCC1=CC=C(O1)C2=CC3=C(C=C2)N=CN=C3NC4=CC(=C(C=C4)OCC5=CC(=CC=C5)F)Cl. Drug 2: CC1=C(C(=O)C2=C(C1=O)N3CC4C(C3(C2COC(=O)N)OC)N4)N. Cell line: OVCAR-8. Synergy scores: CSS=26.9, Synergy_ZIP=-6.36, Synergy_Bliss=1.44, Synergy_Loewe=-9.23, Synergy_HSA=-0.645.